From a dataset of Full USPTO retrosynthesis dataset with 1.9M reactions from patents (1976-2016). Predict the reactants needed to synthesize the given product. (1) Given the product [CH2:1]([C:3]1[CH:8]=[C:7]([CH3:9])[CH:6]=[C:5]([CH2:10][CH3:11])[C:4]=1[C:12](=[O:24])[C:13]([N:15]([CH3:25])[N:16]=[CH:17][C:18]1[CH:19]=[CH:20][CH:21]=[CH:22][CH:23]=1)=[O:14])[CH3:2].[CH2:1]([C:3]1[CH:8]=[C:7]([CH3:9])[CH:6]=[C:5]([CH2:10][CH3:11])[C:4]=1[C:12](=[O:24])[C:13](=[N:15][N:16]=[CH:17][C:18]1[CH:19]=[CH:20][CH:21]=[CH:22][CH:23]=1)[O:14][CH3:32])[CH3:2], predict the reactants needed to synthesize it. The reactants are: [CH2:1]([C:3]1[CH:8]=[C:7]([CH3:9])[CH:6]=[C:5]([CH2:10][CH3:11])[C:4]=1[C:12](=[O:24])[C:13]([NH:15][N:16]=[CH:17][C:18]1[CH:23]=[CH:22][CH:21]=[CH:20][CH:19]=1)=[O:14])[CH3:2].[CH2:25](C(C)=O)C(C)C.[C:32](=O)([O-])[O-].[K+].[K+].S(OC)(OC)(=O)=O. (2) Given the product [O:28]1[CH:32]=[CH:31][C:30]([C:2]2[CH:3]=[C:4]3[C:9](=[CH:10][CH:11]=2)[C:8](=[O:12])[NH:7][C:6](=[O:13])/[C:5]/3=[CH:14]\[NH:15][CH2:16][C:17]2[CH:22]=[CH:21][C:20]([O:23][CH2:24][CH2:25][CH3:26])=[C:19]([OH:27])[CH:18]=2)=[CH:29]1, predict the reactants needed to synthesize it. The reactants are: Br[C:2]1[CH:3]=[C:4]2[C:9](=[CH:10][CH:11]=1)[C:8](=[O:12])[NH:7][C:6](=[O:13])/[C:5]/2=[CH:14]\[NH:15][CH2:16][C:17]1[CH:22]=[CH:21][C:20]([O:23][CH2:24][CH2:25][CH3:26])=[C:19]([OH:27])[CH:18]=1.[O:28]1[CH:32]=[CH:31][C:30](B(O)O)=[CH:29]1.C(=O)([O-])[O-].[Cs+].[Cs+].P(C(C)(C)C)(C(C)(C)C)C(C)(C)C.